This data is from Full USPTO retrosynthesis dataset with 1.9M reactions from patents (1976-2016). The task is: Predict the reactants needed to synthesize the given product. (1) Given the product [ClH:41].[ClH:41].[NH:12]1[CH:13]=[C:9]([CH2:8][NH2:7])[N:10]=[CH:11]1, predict the reactants needed to synthesize it. The reactants are: N1([N:7]=[CH:8][C:9]2[N:10]=[CH:11][N:12](C(C3C=CC=CC=3)(C3C=CC=CC=3)C3C=CC=CC=3)[CH:13]=2)CCCCC1.C1COCC1.C(O)C.[ClH:41]. (2) Given the product [CH:18]1([C@@:12]([C:14]([O:16][CH3:17])=[O:15])([CH3:13])[NH:11][C:9]([C:3]2[CH:4]=[CH:5][C:6]([F:8])=[CH:7][C:2]=2[NH:1][C:25]([NH:24][C:27]2[C:28]([CH3:35])=[CH:29][C:30]([CH3:34])=[CH:31][C:32]=2[CH3:33])=[O:26])=[O:10])[CH2:19][CH2:20][CH2:21][CH2:22][CH2:23]1, predict the reactants needed to synthesize it. The reactants are: [NH2:1][C:2]1[CH:7]=[C:6]([F:8])[CH:5]=[CH:4][C:3]=1[C:9]([NH:11][C@:12]([CH:18]1[CH2:23][CH2:22][CH2:21][CH2:20][CH2:19]1)([C:14]([O:16][CH3:17])=[O:15])[CH3:13])=[O:10].[N:24]([C:27]1[C:32]([CH3:33])=[CH:31][C:30]([CH3:34])=[CH:29][C:28]=1[CH3:35])=[C:25]=[O:26].CCCCCC.C(OCC)(=O)C. (3) Given the product [OH:8][C:6]1[CH:7]=[C:2]2[C:3]([C:9](=[O:20])[C:10]([C:11]3[CH:19]=[CH:18][C:14]([C:15]#[N:17])=[CH:13][CH:12]=3)=[C:28]([C:30]([F:33])([F:32])[F:31])[O:1]2)=[CH:4][CH:5]=1, predict the reactants needed to synthesize it. The reactants are: [OH:1][C:2]1[CH:7]=[C:6]([OH:8])[CH:5]=[CH:4][C:3]=1[C:9](=[O:20])[CH2:10][C:11]1[CH:19]=[CH:18][C:14]([C:15]([NH2:17])=O)=[CH:13][CH:12]=1.C(N(CC)CC)C.[C:28](O[C:28]([C:30]([F:33])([F:32])[F:31])=O)([C:30]([F:33])([F:32])[F:31])=O. (4) Given the product [NH2:31][C:5]1[CH:4]=[C:3]([O:2][CH3:1])[CH:8]=[CH:7][C:6]=1[NH:9][CH2:10][CH2:11][N:12]1[CH2:17][CH2:16][N:15]([C:18]2[CH:23]=[CH:22][C:21]([O:24][CH3:25])=[C:20]([C:26]([F:28])([F:27])[F:29])[CH:19]=2)[CH2:14][CH2:13]1, predict the reactants needed to synthesize it. The reactants are: [CH3:1][O:2][C:3]1[CH:8]=[CH:7][C:6]([NH:9][C:10](=O)[CH2:11][N:12]2[CH2:17][CH2:16][N:15]([C:18]3[CH:23]=[CH:22][C:21]([O:24][CH3:25])=[C:20]([C:26]([F:29])([F:28])[F:27])[CH:19]=3)[CH2:14][CH2:13]2)=[C:5]([N+:31]([O-])=O)[CH:4]=1. (5) Given the product [Cl:1][C:2]1[CH:7]=[CH:6][CH:5]=[C:4]([CH3:8])[C:3]=1[S:9]([N:12]([CH2:16][CH2:17][O:18][CH2:19][C:20]([OH:22])=[O:21])[CH:13]1[CH2:14][CH2:15]1)(=[O:10])=[O:11], predict the reactants needed to synthesize it. The reactants are: [Cl:1][C:2]1[CH:7]=[CH:6][CH:5]=[C:4]([CH3:8])[C:3]=1[S:9]([N:12]([CH2:16][CH2:17][O:18][CH2:19][C:20]([O:22]C(C)(C)C)=[O:21])[CH:13]1[CH2:15][CH2:14]1)(=[O:11])=[O:10].FC(F)(F)C(O)=O.